From a dataset of Full USPTO retrosynthesis dataset with 1.9M reactions from patents (1976-2016). Predict the reactants needed to synthesize the given product. (1) Given the product [CH:26]1([N:29]2[CH2:30][CH2:31][N:32]([C:35]3[CH:41]=[CH:40][C:38]([NH:39][C:2]4[C:11]5=[N:12][NH:13][CH:14]=[C:10]5[C:9]5[C:8]([O:24][CH3:25])=[CH:7][CH:6]=[CH:5][C:4]=5[N:3]=4)=[CH:37][CH:36]=3)[CH2:33][CH2:34]2)[CH2:28][CH2:27]1, predict the reactants needed to synthesize it. The reactants are: Cl[C:2]1[C:11]2=[N:12][N:13](CC3C=CC(OC)=CC=3)[CH:14]=[C:10]2[C:9]2[C:8]([O:24][CH3:25])=[CH:7][CH:6]=[CH:5][C:4]=2[N:3]=1.[CH:26]1([N:29]2[CH2:34][CH2:33][N:32]([C:35]3[CH:41]=[CH:40][C:38]([NH2:39])=[CH:37][CH:36]=3)[CH2:31][CH2:30]2)[CH2:28][CH2:27]1.Cl. (2) Given the product [F:16][C:17]([F:22])([F:21])[C:18]([OH:20])=[O:19].[Br:14][C:12]1[CH:13]=[C:9]([CH2:8][NH2:7])[O:10][CH:11]=1, predict the reactants needed to synthesize it. The reactants are: C(OC(=O)[NH:7][CH2:8][C:9]1[O:10][CH:11]=[C:12]([Br:14])[CH:13]=1)(C)(C)C.[F:16][C:17]([F:22])([F:21])[C:18]([OH:20])=[O:19]. (3) Given the product [CH3:47][C:43]1([C:42]#[C:41][C:2]2[CH:3]=[C:4]3[C@@:15]4([CH2:19][O:18][C:17]([NH2:20])=[N:16]4)[C:14]4[C:9](=[N:10][CH:11]=[C:12]([O:21][CH2:22][C:23]([CH3:26])([CH3:24])[CH3:25])[CH:13]=4)[O:8][C:5]3=[CH:6][CH:7]=2)[CH2:46][O:45][CH2:44]1, predict the reactants needed to synthesize it. The reactants are: Br[C:2]1[CH:3]=[C:4]2[C@@:15]3([CH2:19][O:18][C:17]([NH2:20])=[N:16]3)[C:14]3[C:9](=[N:10][CH:11]=[C:12]([O:21][CH2:22][C:23]([CH3:26])([CH3:25])[CH3:24])[CH:13]=3)[O:8][C:5]2=[CH:6][CH:7]=1.CN(C=O)C.C(NC(C)C)(C)C.C[Si](C)(C)[C:41]#[C:42][C:43]1([CH3:47])[CH2:46][O:45][CH2:44]1. (4) Given the product [Cl:14][CH2:15][CH2:16][CH2:17][N:7]1[C:6]2[CH:12]=[CH:2][C:3]([F:13])=[CH:4][C:5]=2[O:10][CH2:9][C:8]1=[O:11], predict the reactants needed to synthesize it. The reactants are: F[C:2]1[C:3]([F:13])=[CH:4][C:5]2[O:10][CH2:9][C:8](=[O:11])[NH:7][C:6]=2[CH:12]=1.[Cl:14][CH2:15][CH2:16][CH2:17]I.C([O-])([O-])=O.[Cs+].[Cs+]. (5) Given the product [CH:19]([CH:13]([CH2:12][C:7]1[CH:8]=[CH:9][C:10]2[O:11][CH2:3][O:4][C:5]=2[CH:6]=1)[C:14]([O:16][CH2:17][CH3:18])=[O:15])=[O:20], predict the reactants needed to synthesize it. The reactants are: [H-].[Na+].[CH2:3]1[O:11][C:10]2[CH:9]=[CH:8][C:7]([CH2:12][CH2:13][C:14]([O:16][CH2:17][CH3:18])=[O:15])=[CH:6][C:5]=2[O:4]1.[CH:19](OCC)=[O:20]. (6) Given the product [CH3:16][C:17]([O:19][C@@H:20]1[CH2:21][C:22]2[C@@:23]([CH3:39])([C@@H:24]3[C@@H:29]([CH2:30][CH:31]=2)[C@@H:28]2[CH2:34][CH:35]=[C:36]([C:47]4[CH:48]=[CH:49][CH:44]=[N:45][CH:46]=4)[C@@:27]2([CH3:38])[CH2:26][CH2:25]3)[CH2:32][CH2:33]1)=[O:18], predict the reactants needed to synthesize it. The reactants are: FC(F)(F)S(OS(C(F)(F)F)(=O)=O)(=O)=O.[CH3:16][C:17]([O:19][C@@H:20]1[CH2:33][C:32]2[C@@:23]([CH3:39])([C@@H:24]3[C@@H:29]([CH2:30][CH:31]=2)[C@@H:28]2[CH2:34][CH2:35][C:36](=O)[C@@:27]2([CH3:38])[CH2:26][CH2:25]3)[CH2:22][CH2:21]1)=[O:18].C([C:44]1[CH:49]=[C:48](C)[CH:47]=[C:46](C(C)(C)C)[N:45]=1)(C)(C)C.O1CCCC1.